This data is from Reaction yield outcomes from USPTO patents with 853,638 reactions. The task is: Predict the reaction yield, written as a fraction of the theoretical maximum amount of product (1.0 means a 100% yield; for example, 0.34 means a 34% yield). (1) The reactants are C1COC23OCCOC2([C@]2(CC[C@H]4[C@@H](C[C@@H](C)C5[C@]4(C)CCCC5)[C@@H]2C3)C)O1.[C:29]([C@@H:31]1[CH:48]2[C@:43]([CH3:50])([CH2:44][CH2:45][C:46](=[O:49])[CH2:47]2)[C@@H:42]2[C@H:33]([C@H:34]3[C@@:38]([CH2:40][CH2:41]2)([CH3:39])[C:37](=[O:51])[CH2:36][CH2:35]3)[CH2:32]1)#N. No catalyst specified. The product is [CH3:29][C@H:31]1[CH:48]2[C@:43]([CH3:50])([CH2:44][CH2:45][C:46](=[O:49])[CH2:47]2)[C@@H:42]2[C@H:33]([C@H:34]3[C@@:38]([CH2:40][CH2:41]2)([CH3:39])[C:37](=[O:51])[CH2:36][CH2:35]3)[CH2:32]1. The yield is 0.940. (2) The reactants are [Cl:1][C:2]1[N:7]=[C:6]([CH:8]=C)[C:5]([O:10][CH3:11])=[C:4]([Cl:12])[N:3]=1.ClCCl.C[OH:17]. No catalyst specified. The product is [Cl:1][C:2]1[N:7]=[C:6]([CH:8]=[O:17])[C:5]([O:10][CH3:11])=[C:4]([Cl:12])[N:3]=1. The yield is 1.00. (3) The reactants are [NH2:1][C:2]1[S:3][CH:4]=[CH:5][N:6]=1.[CH3:7][O:8][CH2:9][CH2:10][Br:11]. No catalyst specified. The product is [BrH:11].[CH3:7][O:8][CH2:9][CH2:10][N:6]1[CH:5]=[CH:4][S:3][C:2]1=[NH:1]. The yield is 0.720. (4) The reactants are [Cl:1][C:2]1[CH:7]=[CH:6][C:5]([NH:8][C:9]([N:11]2[CH2:15][C@@H:14]([N:16]=[N+]=[N-])[CH2:13][C@@H:12]2[C:19]([NH:21][C:22]2[CH:27]=[CH:26][C:25]([N:28]3[CH2:33][CH2:32][O:31][CH2:30][C:29]3=[O:34])=[CH:24][CH:23]=2)=[O:20])=[O:10])=[CH:4][CH:3]=1.C1(P(C2C=CC=CC=2)C2C=CC=CC=2)C=CC=CC=1. The catalyst is O1CCCC1.O. The product is [Cl:1][C:2]1[CH:7]=[CH:6][C:5]([NH:8][C:9]([N:11]2[CH2:15][C@@H:14]([NH2:16])[CH2:13][C@@H:12]2[C:19]([NH:21][C:22]2[CH:27]=[CH:26][C:25]([N:28]3[CH2:33][CH2:32][O:31][CH2:30][C:29]3=[O:34])=[CH:24][CH:23]=2)=[O:20])=[O:10])=[CH:4][CH:3]=1. The yield is 0.400. (5) The reactants are [Cl:1][C:2]1[CH:18]=[CH:17][C:5]2[N:6]3[CH:11]=[C:10]([C:12](OCC)=[O:13])[N:9]=[C:7]3[S:8][C:4]=2[CH:3]=1.[H-].[H-].[H-].[H-].[Li+].[Al+3]. No catalyst specified. The product is [Cl:1][C:2]1[CH:18]=[CH:17][C:5]2[N:6]3[CH:11]=[C:10]([CH2:12][OH:13])[N:9]=[C:7]3[S:8][C:4]=2[CH:3]=1. The yield is 0.720. (6) The reactants are [Cl:1][C:2]1[CH:7]=[CH:6][C:5]([NH:8][C:9]2[N:17]=[C:16]([NH:18][NH2:19])[N:15]=[C:14]3[C:10]=2[N:11]=[CH:12][N:13]3[CH3:20])=[CH:4][CH:3]=1.[CH3:21][C:22](=O)[CH2:23][C:24](=O)[CH3:25].O. The catalyst is C(O)C. The product is [Cl:1][C:2]1[CH:7]=[CH:6][C:5]([NH:8][C:9]2[N:17]=[C:16]([N:18]3[C:24]([CH3:25])=[CH:23][C:22]([CH3:21])=[N:19]3)[N:15]=[C:14]3[C:10]=2[N:11]=[CH:12][N:13]3[CH3:20])=[CH:4][CH:3]=1. The yield is 0.840. (7) The catalyst is C1(C)C=CC=CC=1. The reactants are [CH3:1][C:2]1([CH3:17])[C:6]([CH3:8])([CH3:7])[O:5][B:4]([C:9]2[CH:14]=[CH:13][CH:12]=[C:11]([CH:15]=[CH2:16])[CH:10]=2)[O:3]1.[CH2:18]([Zn]CC)C.ICI.[NH4+].[Cl-]. The yield is 0.690. The product is [CH:15]1([C:11]2[CH:10]=[C:9]([B:4]3[O:3][C:2]([CH3:17])([CH3:1])[C:6]([CH3:7])([CH3:8])[O:5]3)[CH:14]=[CH:13][CH:12]=2)[CH2:18][CH2:16]1.